From a dataset of Catalyst prediction with 721,799 reactions and 888 catalyst types from USPTO. Predict which catalyst facilitates the given reaction. (1) Reactant: [CH3:1][C:2]1([CH3:21])[CH2:6][N:5](C(OC(C)(C)C)=O)[CH:4]([C:14]([O:16]C(C)(C)C)=[O:15])[CH2:3]1.[C:22]([OH:28])([C:24]([F:27])([F:26])[F:25])=[O:23]. Product: [CH3:1][C:2]1([CH3:21])[CH2:6][NH:5][CH:4]([C:14]([OH:16])=[O:15])[CH2:3]1.[C:22]([OH:28])([C:24]([F:27])([F:26])[F:25])=[O:23]. The catalyst class is: 2. (2) Reactant: [OH:1][C:2]1[CH:7]=[C:6]([O:8][CH3:9])[CH:5]=[CH:4][C:3]=1[C:10]([C:12]1[CH:17]=[CH:16][C:15]([O:18][CH2:19][C:20]2[N:21]=[C:22]([C:26]3[CH:31]=[CH:30][CH:29]=[CH:28][CH:27]=3)[O:23][C:24]=2[CH3:25])=[CH:14][CH:13]=1)=[O:11].O[C@@H:33]([CH3:40])[C:34]([O:36][CH2:37][CH:38]=[CH2:39])=[O:35].C1(P(C2C=CC=CC=2)C2C=CC=CC=2)C=CC=CC=1.N(C(OCC)=O)=NC(OCC)=O. Product: [CH3:9][O:8][C:6]1[CH:5]=[CH:4][C:3]([C:10](=[O:11])[C:12]2[CH:13]=[CH:14][C:15]([O:18][CH2:19][C:20]3[N:21]=[C:22]([C:26]4[CH:27]=[CH:28][CH:29]=[CH:30][CH:31]=4)[O:23][C:24]=3[CH3:25])=[CH:16][CH:17]=2)=[C:2]([CH:7]=1)[O:1][C@H:33]([CH3:40])[C:34]([O:36][CH2:37][CH:38]=[CH2:39])=[O:35]. The catalyst class is: 4.